From a dataset of Catalyst prediction with 721,799 reactions and 888 catalyst types from USPTO. Predict which catalyst facilitates the given reaction. (1) Reactant: C([O:3][C:4](=O)[CH:5]=[CH:6][CH2:7][CH2:8][C@H:9]1[CH2:14][CH2:13][C@H:12]([N:15]([C:17]([O:19][C:20]([CH3:23])([CH3:22])[CH3:21])=[O:18])[CH3:16])[CH2:11][CH2:10]1)C.[H-].[H-].[H-].[H-].[Li+].[Al+3]. Product: [C:20]([O:19][C:17](=[O:18])[N:15]([C@H:12]1[CH2:11][CH2:10][C@H:9]([CH2:8][CH2:7][CH2:6][CH2:5][CH2:4][OH:3])[CH2:14][CH2:13]1)[CH3:16])([CH3:21])([CH3:23])[CH3:22]. The catalyst class is: 403. (2) Reactant: Br[C:2]1[CH:7]=[CH:6][C:5]([CH:8]2[CH2:13][CH2:12][CH2:11][CH2:10][CH2:9]2)=[CH:4][CH:3]=1.[Li]CCCC.CN([CH:22]=[O:23])C. Product: [CH:8]1([C:5]2[CH:6]=[CH:7][C:2]([CH:22]=[O:23])=[CH:3][CH:4]=2)[CH2:13][CH2:12][CH2:11][CH2:10][CH2:9]1. The catalyst class is: 1. (3) Reactant: [CH:1]1([CH2:4][C:5]([F:25])([F:24])[CH2:6][C@H:7]([NH:11][C@@H:12]([C:17]2[CH:22]=[CH:21][C:20]([F:23])=[CH:19][CH:18]=2)[C:13]([F:16])([F:15])[F:14])[C:8]([OH:10])=O)[CH2:3][CH2:2]1.C1C=CC2N(O)N=NC=2C=1.CCN=C=NCCCN(C)C.Cl.Cl.[NH2:49][C@@H:50]([CH2:59][CH3:60])[CH:51]([OH:58])[C:52]([NH:54][CH:55]1[CH2:57][CH2:56]1)=[O:53].CN1CCOCC1. Product: [CH:1]1([CH2:4][C:5]([F:25])([F:24])[CH2:6][C@H:7]([NH:11][C@@H:12]([C:17]2[CH:22]=[CH:21][C:20]([F:23])=[CH:19][CH:18]=2)[C:13]([F:15])([F:14])[F:16])[C:8]([NH:49][C@@H:50]([CH2:59][CH3:60])[CH:51]([OH:58])[C:52]([NH:54][CH:55]2[CH2:56][CH2:57]2)=[O:53])=[O:10])[CH2:2][CH2:3]1. The catalyst class is: 4. (4) Reactant: [CH3:1][C:2]1[N:10]=[C:9]2[C:5]([CH2:6]C(=O)N2)=C[N:3]=1.[H-].[Na+].[C:14]([OH:17])(=[O:16])[CH3:15].[CH2:18](Cl)Cl.[CH3:21][N:22](C=O)C. Product: [CH3:18][O:16][C:14]([C:15]1[CH:6]=[C:5]2[N:22]([CH:21]=1)[N:3]=[C:2]([CH3:1])[N:10]=[CH:9]2)=[O:17]. The catalyst class is: 1. (5) Reactant: [H-].[Na+].C(OP([CH2:11][C:12]([O:14][CH2:15][CH3:16])=[O:13])(OCC)=O)C.[CH2:17]([O:24][C:25]1[CH:26]=[CH:27][C:28]([O:39][CH3:40])=[C:29]([C:31]([C:33]2[S:34][C:35]([CH3:38])=[CH:36][N:37]=2)=O)[CH:30]=1)[C:18]1[CH:23]=[CH:22][CH:21]=[CH:20][CH:19]=1.Cl. Product: [CH2:17]([O:24][C:25]1[CH:26]=[CH:27][C:28]([O:39][CH3:40])=[C:29](/[C:31](/[C:33]2[S:34][C:35]([CH3:38])=[CH:36][N:37]=2)=[CH:11]/[C:12]([O:14][CH2:15][CH3:16])=[O:13])[CH:30]=1)[C:18]1[CH:19]=[CH:20][CH:21]=[CH:22][CH:23]=1. The catalyst class is: 20. (6) Reactant: [NH2:1][C:2]1[CH:7]=[C:6]([C:8]([F:11])([F:10])[F:9])[CH:5]=[CH:4][C:3]=1[OH:12].[CH3:13][S:14][C:15]1[CH:23]=[CH:22][CH:21]=[CH:20][C:16]=1[C:17](O)=[O:18].CCN=C=NCCCN(C)C.Cl. Product: [OH:12][C:3]1[CH:4]=[CH:5][C:6]([C:8]([F:9])([F:10])[F:11])=[CH:7][C:2]=1[NH:1][C:17](=[O:18])[C:16]1[CH:20]=[CH:21][CH:22]=[CH:23][C:15]=1[S:14][CH3:13]. The catalyst class is: 17. (7) Reactant: [CH2:1]([O:4]/[N:5]=[C:6](/[C:8]1[CH:13]=[CH:12][C:11]([N:14]2[C:18](=[O:19])[NH:17][NH:16][C:15]2=[O:20])=[CH:10][CH:9]=1)\[CH3:7])[C:2]#[CH:3]. Product: [CH2:1]([O:4]/[N:5]=[C:6](/[C:8]1[CH:9]=[CH:10][C:11]([N:14]2[C:18](=[O:19])[N:17]=[N:16][C:15]2=[O:20])=[CH:12][CH:13]=1)\[CH3:7])[C:2]#[CH:3]. The catalyst class is: 2.